Dataset: Forward reaction prediction with 1.9M reactions from USPTO patents (1976-2016). Task: Predict the product of the given reaction. (1) Given the reactants Cl.[NH:2]1[CH2:7][CH2:6][CH2:5][C@@H:4]([NH:8][C:9]([C:11]2[C:15]3[N:16]=[CH:17][N:18]=[C:19]([C:20]4[CH:25]=[C:24]([O:26][CH3:27])[C:23]([F:28])=[CH:22][C:21]=4[O:29][CH2:30][CH:31]4[CH2:33][CH2:32]4)[C:14]=3[NH:13][CH:12]=2)=[O:10])[CH2:3]1.Cl[C:35]([C@@H:37]([O:39]C(=O)C)[CH3:38])=[O:36], predict the reaction product. The product is: [OH:39][C@@H:37]([CH3:38])[C:35]([N:2]1[CH2:7][CH2:6][CH2:5][C@@H:4]([NH:8][C:9]([C:11]2[C:15]3[N:16]=[CH:17][N:18]=[C:19]([C:20]4[CH:25]=[C:24]([O:26][CH3:27])[C:23]([F:28])=[CH:22][C:21]=4[O:29][CH2:30][CH:31]4[CH2:32][CH2:33]4)[C:14]=3[NH:13][CH:12]=2)=[O:10])[CH2:3]1)=[O:36]. (2) Given the reactants [CH3:1][O:2][C:3]1[CH:4]=[C:5]([CH2:11][CH2:12][C:13]2[N:14]=[C:15]3[CH:21]=[C:20]([C:22]4[CH:23]=[N:24][NH:25][CH:26]=4)[N:19](S(C4C=CC=CC=4)(=O)=O)[C:16]3=[N:17][CH:18]=2)[CH:6]=[C:7]([O:9][CH3:10])[CH:8]=1.N12CCCN=C1CCCCC2.[CH:47]1(/[CH:52]=[CH:53]/[C:54]#[N:55])[CH2:51][CH2:50][CH2:49][CH2:48]1, predict the reaction product. The product is: [CH:47]1([CH:52]([N:25]2[CH:26]=[C:22]([C:20]3[NH:19][C:16]4=[N:17][CH:18]=[C:13]([CH2:12][CH2:11][C:5]5[CH:6]=[C:7]([O:9][CH3:10])[CH:8]=[C:3]([O:2][CH3:1])[CH:4]=5)[N:14]=[C:15]4[CH:21]=3)[CH:23]=[N:24]2)[CH2:53][C:54]#[N:55])[CH2:51][CH2:50][CH2:49][CH2:48]1. (3) Given the reactants [CH2:1]([N:8]1[C:16]2[C:11](=[CH:12][C:13]([C:17]3[CH:22]=[CH:21][C:20]([O:23][C:24]([F:27])([F:26])[F:25])=[CH:19][CH:18]=3)=[CH:14][CH:15]=2)[CH:10]=[CH:9]1)[C:2]1[CH:7]=[CH:6][CH:5]=[CH:4][CH:3]=1.[C:28](Cl)(=[O:32])[C:29](Cl)=[O:30].[CH2:34]([OH:36])[CH3:35].C(=O)(O)[O-].[Na+], predict the reaction product. The product is: [CH2:1]([N:8]1[C:16]2[C:11](=[CH:12][C:13]([C:17]3[CH:22]=[CH:21][C:20]([O:23][C:24]([F:27])([F:25])[F:26])=[CH:19][CH:18]=3)=[CH:14][CH:15]=2)[C:10]([C:28](=[O:32])[C:29]([O:36][CH2:34][CH3:35])=[O:30])=[CH:9]1)[C:2]1[CH:3]=[CH:4][CH:5]=[CH:6][CH:7]=1. (4) Given the reactants [C:1]([O:5][C:6](=[O:14])[NH:7][CH:8]1[CH2:13][CH2:12][NH:11][CH2:10][CH2:9]1)([CH3:4])([CH3:3])[CH3:2].C(N(CC)CC)C.Cl[CH2:23][CH2:24][S:25][CH3:26], predict the reaction product. The product is: [C:1]([O:5][C:6](=[O:14])[NH:7][CH:8]1[CH2:13][CH2:12][N:11]([CH2:23][CH2:24][S:25][CH3:26])[CH2:10][CH2:9]1)([CH3:4])([CH3:2])[CH3:3]. (5) Given the reactants Cl.[CH2:2]([N:4]1[CH2:9][CH2:8][N:7]([CH2:10][C:11]([OH:13])=O)[CH2:6][CH2:5]1)[CH3:3].[NH2:14][C@@H:15]([CH2:33][O:34][CH2:35][C:36]1[CH:41]=[CH:40][CH:39]=[CH:38][CH:37]=1)[C:16]([NH:18][C:19]1[CH:24]=[CH:23][C:22]([O:25][C:26]2[CH:31]=[CH:30][C:29]([F:32])=[CH:28][CH:27]=2)=[CH:21][CH:20]=1)=[O:17], predict the reaction product. The product is: [CH2:35]([O:34][CH2:33][C@H:15]([NH:14][C:11](=[O:13])[CH2:10][N:7]1[CH2:6][CH2:5][N:4]([CH2:2][CH3:3])[CH2:9][CH2:8]1)[C:16]([NH:18][C:19]1[CH:24]=[CH:23][C:22]([O:25][C:26]2[CH:31]=[CH:30][C:29]([F:32])=[CH:28][CH:27]=2)=[CH:21][CH:20]=1)=[O:17])[C:36]1[CH:41]=[CH:40][CH:39]=[CH:38][CH:37]=1. (6) Given the reactants [C:1]([O:5][C:6](=[O:23])[NH:7][C@@H:8]([C:17](=[O:22])N(OC)C)[CH2:9][C:10]1[CH:15]=[CH:14][CH:13]=[CH:12][C:11]=1[F:16])([CH3:4])([CH3:3])[CH3:2].[C:24]([NH:28][C:29](=[O:38])[C:30]1[CH:35]=[C:34]([Cl:36])[CH:33]=[CH:32][C:31]=1[CH3:37])([CH3:27])([CH3:26])[CH3:25], predict the reaction product. The product is: [C:1]([O:5][C:6](=[O:23])[NH:7][C@H:8]([CH2:9][C:10]1[CH:15]=[CH:14][CH:13]=[CH:12][C:11]=1[F:16])[C:17](=[O:22])[CH2:37][C:31]1[CH:32]=[CH:33][C:34]([Cl:36])=[CH:35][C:30]=1[C:29](=[O:38])[NH:28][C:24]([CH3:26])([CH3:25])[CH3:27])([CH3:2])([CH3:3])[CH3:4]. (7) Given the reactants [CH2:1]([C@@:4]1([CH3:25])[CH2:9][C@H:8]([C:10]2[CH:15]=[CH:14][CH:13]=[C:12]([Cl:16])[CH:11]=2)[C@H:7]([C:17]2[CH:22]=[CH:21][C:20]([Cl:23])=[CH:19][CH:18]=2)[O:6][C:5]1=[O:24])[CH:2]=[CH2:3].Cl.[NH2:27][C@@H:28]([CH2:32][CH3:33])[C@@H:29]([OH:31])[CH3:30].C(N(CC)CC)C, predict the reaction product. The product is: [Cl:16][C:12]1[CH:11]=[C:10]([C@H:8]([C@H:7]([C:17]2[CH:18]=[CH:19][C:20]([Cl:23])=[CH:21][CH:22]=2)[OH:6])[CH2:9][C@:4]([CH3:25])([CH2:1][CH:2]=[CH2:3])[C:5]([NH:27][C@@H:28]([CH2:32][CH3:33])[C@@H:29]([OH:31])[CH3:30])=[O:24])[CH:15]=[CH:14][CH:13]=1. (8) Given the reactants [CH3:1][C:2]1[CH:7]=[C:6]([C:8]#[C:9][C:10]2[N:11]=[C:12]([CH3:15])[NH:13][CH:14]=2)[CH:5]=[CH:4][N:3]=1.[ClH:16].Cl[C:18]1[CH:19]=[N:20][CH:21]=[C:22]([CH2:24]Cl)[CH:23]=1, predict the reaction product. The product is: [Cl:16][C:19]1[CH:18]=[CH:23][C:22]([CH2:24][N:13]2[CH:14]=[C:10]([C:9]#[C:8][C:6]3[CH:5]=[CH:4][N:3]=[C:2]([CH3:1])[CH:7]=3)[N:11]=[C:12]2[CH3:15])=[CH:21][N:20]=1. (9) Given the reactants CC1C=CC(S(O[CH2:12][CH:13]2[CH2:17][C:16]3[CH:18]=[C:19]([F:32])[CH:20]=[C:21]([C:22]4[CH:27]=[CH:26][CH:25]=[C:24]([O:28][CH3:29])[C:23]=4[O:30][CH3:31])[C:15]=3[O:14]2)(=O)=O)=CC=1.[CH3:33][NH2:34], predict the reaction product. The product is: [CH3:31][O:30][C:23]1[C:24]([O:28][CH3:29])=[CH:25][CH:26]=[CH:27][C:22]=1[C:21]1[C:15]2[O:14][CH:13]([CH2:12][NH:34][CH3:33])[CH2:17][C:16]=2[CH:18]=[C:19]([F:32])[CH:20]=1.